This data is from Full USPTO retrosynthesis dataset with 1.9M reactions from patents (1976-2016). The task is: Predict the reactants needed to synthesize the given product. (1) Given the product [C:1]([CH2:3][CH:4]1[O:9][CH2:8][C@@H:7]([NH:10][C:11](=[O:17])[O:12][C:13]([CH3:14])([CH3:16])[CH3:15])[CH2:6][CH2:5]1)#[N:2], predict the reactants needed to synthesize it. The reactants are: [C:1]([CH:3]=[CH:4][CH2:5][CH2:6][C@H:7]([NH:10][C:11](=[O:17])[O:12][C:13]([CH3:16])([CH3:15])[CH3:14])[CH2:8][OH:9])#[N:2].C[O-].[Na+].COC(C)(C)C. (2) Given the product [C:2]([C:4]1[CH:5]=[C:6]([C:10]2[N:20]=[CH:19][CH:18]=[CH:17][C:11]=2[C:12]([O:14][CH2:15][CH3:16])=[O:13])[CH:7]=[CH:8][C:9]=1[O:27][CH2:28][CH2:29][CH2:30][C:31]1[CH:32]=[CH:33][C:34]([O:37][CH3:38])=[CH:35][CH:36]=1)#[N:3], predict the reactants needed to synthesize it. The reactants are: Cl.[C:2]([C:4]1[C:5](O)=[C:6]([C:10]2[N:20]=[CH:19][CH:18]=[CH:17][C:11]=2[C:12]([O:14][CH2:15][CH3:16])=[O:13])[CH:7]=[CH:8][CH:9]=1)#[N:3].CS(O[O:27][CH2:28][CH2:29][CH2:30][C:31]1[CH:36]=[CH:35][C:34]([O:37][CH3:38])=[CH:33][CH:32]=1)(=O)=O.C(=O)([O-])[O-].[K+].[K+]. (3) Given the product [CH2:1]([O:8][C:9]([C:11]1[C:12]([C:17]2[NH:26][C:19]3[CH:24]=[CH:23][CH:22]=[CH:21][C:20]=3[N:25]=2)=[N:13][NH:14][C:15]=1[CH3:16])=[O:10])[C:2]1[CH:7]=[CH:6][CH:5]=[CH:4][CH:3]=1, predict the reactants needed to synthesize it. The reactants are: [CH2:1]([O:8][C:9]([C:11]1[C:12]([CH2:17]O)=[N:13][NH:14][C:15]=1[CH3:16])=[O:10])[C:2]1[CH:7]=[CH:6][CH:5]=[CH:4][CH:3]=1.[C:19]1([NH2:26])[CH:24]=[CH:23][CH:22]=[CH:21][C:20]=1[NH2:25].S(=O)(O)[O-].[Na+]. (4) Given the product [CH:34]([C:33]1[CH:36]=[CH:37][C:30]([C:28]#[C:29][C:2]2[CH:27]=[CH:26][C:5]([C:6]([N:8]([CH3:25])[C@:9]([CH3:24])([C:14]([NH:16][O:17][CH:18]3[CH2:23][CH2:22][CH2:21][CH2:20][O:19]3)=[O:15])[C:10]([NH:12][CH3:13])=[O:11])=[O:7])=[CH:4][CH:3]=2)=[CH:31][CH:32]=1)=[O:35], predict the reactants needed to synthesize it. The reactants are: I[C:2]1[CH:27]=[CH:26][C:5]([C:6]([N:8]([CH3:25])[C@:9]([CH3:24])([C:14]([NH:16][O:17][CH:18]2[CH2:23][CH2:22][CH2:21][CH2:20][O:19]2)=[O:15])[C:10]([NH:12][CH3:13])=[O:11])=[O:7])=[CH:4][CH:3]=1.[C:28]([C:30]1[CH:37]=[CH:36][C:33]([CH:34]=[O:35])=[CH:32][CH:31]=1)#[CH:29].C1COCC1. (5) Given the product [NH3:4].[N:25]1([CH2:24][C:18]2([C:15]3[CH:16]=[CH:17][C:12]([O:11][CH2:10][CH2:9][CH2:8][N:4]4[CH2:5][CH2:6][CH2:7][O:1][CH2:2][CH2:3]4)=[CH:13][CH:14]=3)[CH2:23][CH2:22][O:21][CH2:20][CH2:19]2)[CH2:31][CH2:30][O:29][CH2:28][CH2:27]1, predict the reactants needed to synthesize it. The reactants are: [O:1]1[CH2:7][CH2:6][CH2:5][N:4]([CH2:8][CH2:9][CH2:10][O:11][C:12]2[CH:17]=[CH:16][C:15]([C:18]3([CH2:24][NH2:25])[CH2:23][CH2:22][O:21][CH2:20][CH2:19]3)=[CH:14][CH:13]=2)[CH2:3][CH2:2]1.Br[CH2:27][CH2:28][O:29][CH2:30][CH2:31]Br.C([O-])([O-])=O.[K+].[K+]. (6) Given the product [CH3:1][O:2][C:3]([C:5]1[S:6][C:7]([C:11](=[O:13])[NH:55][CH2:56][C:57]2[CH:62]=[CH:61][CH:60]=[C:59]([OH:63])[CH:58]=2)=[CH:8][C:9]=1[Br:10])=[O:4], predict the reactants needed to synthesize it. The reactants are: [CH3:1][O:2][C:3]([C:5]1[S:6][C:7]([C:11]([OH:13])=O)=[CH:8][C:9]=1[Br:10])=[O:4].C(N(CC)CC)C.CN(C(ON1N=NC2C=CC=CC1=2)=[N+](C)C)C.F[P-](F)(F)(F)(F)F.C1C=CC2N(O)N=NC=2C=1.[NH2:55][CH2:56][C:57]1[CH:58]=[C:59]([OH:63])[CH:60]=[CH:61][CH:62]=1. (7) Given the product [Cl:1][C:2]1[CH:8]=[CH:7][C:5]([NH:6][C:30](=[O:31])[C:29]2[CH:28]=[CH:27][C:26]([N:21]3[CH:25]=[N:24][CH:23]=[N:22]3)=[CH:34][CH:33]=2)=[C:4]([N:9]2[CH2:14][CH2:13][N:12]([CH2:15][CH2:16][C:17]([F:19])([F:18])[F:20])[CH2:11][CH2:10]2)[CH:3]=1, predict the reactants needed to synthesize it. The reactants are: [Cl:1][C:2]1[CH:8]=[CH:7][C:5]([NH2:6])=[C:4]([N:9]2[CH2:14][CH2:13][N:12]([CH2:15][CH2:16][C:17]([F:20])([F:19])[F:18])[CH2:11][CH2:10]2)[CH:3]=1.[N:21]1([C:26]2[CH:34]=[CH:33][C:29]([C:30](O)=[O:31])=[CH:28][CH:27]=2)[CH:25]=[N:24][CH:23]=[N:22]1. (8) Given the product [CH3:1][C:2]1([CH3:14])[O:6][C@@H:5]([CH2:7][N:8]2[C:12]([CH3:15])=[C:11]([I:13])[CH:10]=[N:9]2)[CH2:4][O:3]1, predict the reactants needed to synthesize it. The reactants are: [CH3:1][C:2]1([CH3:14])[O:6][C@@H:5]([CH2:7][N:8]2[CH:12]=[C:11]([I:13])[CH:10]=[N:9]2)[CH2:4][O:3]1.[CH2:15]1COCC1.[Li+].CC([N-]C(C)C)C.C1CCCCC1.CI.[NH4+].[Cl-].